Dataset: Peptide-MHC class II binding affinity with 134,281 pairs from IEDB. Task: Regression. Given a peptide amino acid sequence and an MHC pseudo amino acid sequence, predict their binding affinity value. This is MHC class II binding data. (1) The peptide sequence is AQIYQAVSAQAAAIH. The MHC is DRB4_0101 with pseudo-sequence DRB4_0103. The binding affinity (normalized) is 0.396. (2) The peptide sequence is KITMLTNGQCQNITVV. The MHC is DRB3_0101 with pseudo-sequence DRB3_0101. The binding affinity (normalized) is 0.290. (3) The peptide sequence is YHFDLSGHAFGAMAK. The MHC is DRB1_1602 with pseudo-sequence DRB1_1602. The binding affinity (normalized) is 0.236. (4) The peptide sequence is ATAGTTVYGAF. The MHC is HLA-DPA10301-DPB10402 with pseudo-sequence HLA-DPA10301-DPB10402. The binding affinity (normalized) is 0. (5) The peptide sequence is EMGANFKADRVIDPR. The MHC is DRB5_0101 with pseudo-sequence DRB5_0101. The binding affinity (normalized) is 0.344. (6) The MHC is HLA-DQA10104-DQB10503 with pseudo-sequence HLA-DQA10104-DQB10503. The peptide sequence is SSKAATAKAPGLVPK. The binding affinity (normalized) is 0. (7) The peptide sequence is WVSATLEQDKCVTVM. The MHC is HLA-DQA10102-DQB10501 with pseudo-sequence HLA-DQA10102-DQB10501. The binding affinity (normalized) is 0.411. (8) The peptide sequence is PTVDIEEAPEMPALY. The MHC is HLA-DQA10201-DQB10301 with pseudo-sequence HLA-DQA10201-DQB10301. The binding affinity (normalized) is 0.306. (9) The peptide sequence is RRCKNIPQPVRALLE. The MHC is HLA-DQA10501-DQB10201 with pseudo-sequence HLA-DQA10501-DQB10201. The binding affinity (normalized) is 0.214. (10) The peptide sequence is RRAIDLPTHENHGLK. The MHC is HLA-DQA10201-DQB10402 with pseudo-sequence HLA-DQA10201-DQB10402. The binding affinity (normalized) is 0.